Dataset: Reaction yield outcomes from USPTO patents with 853,638 reactions. Task: Predict the reaction yield, written as a fraction of the theoretical maximum amount of product (1.0 means a 100% yield; for example, 0.34 means a 34% yield). (1) The reactants are [CH3:1][O:2][C:3]1[CH:8]=[CH:7][C:6]([S:9]([C:12]2[CH:17]=[CH:16][CH:15]=[CH:14][CH:13]=2)(=[O:11])=[O:10])=[CH:5][CH:4]=1.[Cl:18][S:19](O)(=[O:21])=[O:20].Cl. No catalyst specified. The product is [CH3:1][O:2][C:3]1[CH:4]=[CH:5][C:6]([S:9]([C:12]2[CH:13]=[CH:14][CH:15]=[CH:16][CH:17]=2)(=[O:10])=[O:11])=[CH:7][C:8]=1[S:19]([Cl:18])(=[O:21])=[O:20]. The yield is 0.740. (2) The reactants are [H-].[Na+].[Si:3]([O:10][CH2:11][CH:12]([OH:46])[CH2:13][N:14]1[C:22](=[O:23])[C:21]2[N:20]([CH2:24][C:25]3[CH:30]=[CH:29][C:28]([Cl:31])=[CH:27][CH:26]=3)[C:19]([O:32][C:33]3[CH:38]=[CH:37][CH:36]=[C:35]([O:39][C:40]([F:43])([F:42])[F:41])[CH:34]=3)=[N:18][C:17]=2[N:16]([CH3:44])[C:15]1=[O:45])([C:6]([CH3:9])([CH3:8])[CH3:7])([CH3:5])[CH3:4].I[CH3:48]. The catalyst is C1COCC1. The product is [Si:3]([O:10][CH2:11][CH:12]([O:46][CH3:48])[CH2:13][N:14]1[C:22](=[O:23])[C:21]2[N:20]([CH2:24][C:25]3[CH:26]=[CH:27][C:28]([Cl:31])=[CH:29][CH:30]=3)[C:19]([O:32][C:33]3[CH:38]=[CH:37][CH:36]=[C:35]([O:39][C:40]([F:41])([F:43])[F:42])[CH:34]=3)=[N:18][C:17]=2[N:16]([CH3:44])[C:15]1=[O:45])([C:6]([CH3:7])([CH3:8])[CH3:9])([CH3:4])[CH3:5]. The yield is 1.00. (3) The reactants are [N+:1]([C:4]1[S:5][C:6]2[CH:12]=[C:11]([N+:13]([O-])=O)[CH:10]=[CH:9][C:7]=2[N:8]=1)([O-])=O.[NH4+].[Cl-]. The catalyst is CO.[Zn]. The product is [S:5]1[C:6]2[CH:12]=[C:11]([NH2:13])[CH:10]=[CH:9][C:7]=2[N:8]=[C:4]1[NH2:1]. The yield is 0.890. (4) The reactants are [N:1]1[CH:6]=[CH:5][CH:4]=[C:3]([C:7]2[C:8](=[O:14])[NH:9][C:10](=[O:13])[NH:11][CH:12]=2)[CH:2]=1.[CH2:15]([N:21]=[C:22]=[O:23])[CH2:16][CH2:17][CH2:18][CH2:19][CH3:20]. The catalyst is CN(C1C=CN=CC=1)C.N1C=CC=CC=1. The product is [CH2:15]([NH:21][C:22]([N:11]1[CH:12]=[C:7]([C:3]2[CH:2]=[N:1][CH:6]=[CH:5][CH:4]=2)[C:8](=[O:14])[NH:9][C:10]1=[O:13])=[O:23])[CH2:16][CH2:17][CH2:18][CH2:19][CH3:20]. The yield is 0.570.